Dataset: Catalyst prediction with 721,799 reactions and 888 catalyst types from USPTO. Task: Predict which catalyst facilitates the given reaction. (1) Reactant: [C:1]([N:9]1[CH2:24][CH2:23][C:11]2([CH2:15][N:14](C(OC(C)(C)C)=O)[CH2:13][CH2:12]2)[CH2:10]1)(=[O:8])[C:2]1[CH:7]=[CH:6][CH:5]=[CH:4][CH:3]=1. Product: [C:2]1([C:1]([N:9]2[CH2:24][CH2:23][C:11]3([CH2:12][CH2:13][NH:14][CH2:15]3)[CH2:10]2)=[O:8])[CH:3]=[CH:4][CH:5]=[CH:6][CH:7]=1. The catalyst class is: 137. (2) Reactant: C([O:8][C:9](=O)[C@H:10]([CH2:26][C:27]1[CH:32]=[CH:31][CH:30]=[CH:29][CH:28]=1)[N:11]([CH2:19][C:20]1[CH:25]=[CH:24][CH:23]=[CH:22][CH:21]=1)[CH2:12][C:13]1[CH:18]=[CH:17][CH:16]=[CH:15][CH:14]=1)C1C=CC=CC=1.Br[CH2:35][Cl:36].CCCCCC.C([Li])CCC.[Cl-].[NH4+]. Product: [CH2:19]([N:11]([CH2:12][C:13]1[CH:14]=[CH:15][CH:16]=[CH:17][CH:18]=1)[C@@H:10]([CH2:26][C:27]1[CH:28]=[CH:29][CH:30]=[CH:31][CH:32]=1)[C:9](=[O:8])[CH2:35][Cl:36])[C:20]1[CH:21]=[CH:22][CH:23]=[CH:24][CH:25]=1. The catalyst class is: 188. (3) Reactant: [CH2:1]([N:7]1[CH2:12][CH:11]2[CH:9]([C:10]2([CH3:28])[C:13]2[CH:18]=[CH:17][CH:16]=[C:15]([C:19]3[N:20]=[N:21][NH:22][C:23]=3[Si](C)(C)C)[CH:14]=2)[C:8]1=[O:29])[CH2:2][CH2:3][CH2:4][CH2:5][CH3:6].[F-].[K+]. The catalyst class is: 361. Product: [CH2:1]([N:7]1[CH2:12][CH:11]2[CH:9]([C:10]2([CH3:28])[C:13]2[CH:18]=[CH:17][CH:16]=[C:15]([C:19]3[NH:20][N:21]=[N:22][CH:23]=3)[CH:14]=2)[C:8]1=[O:29])[CH2:2][CH2:3][CH2:4][CH2:5][CH3:6].